This data is from NCI-60 drug combinations with 297,098 pairs across 59 cell lines. The task is: Regression. Given two drug SMILES strings and cell line genomic features, predict the synergy score measuring deviation from expected non-interaction effect. Drug 1: C1=CC(=CC=C1CC(C(=O)O)N)N(CCCl)CCCl.Cl. Drug 2: CC1=C(N=C(N=C1N)C(CC(=O)N)NCC(C(=O)N)N)C(=O)NC(C(C2=CN=CN2)OC3C(C(C(C(O3)CO)O)O)OC4C(C(C(C(O4)CO)O)OC(=O)N)O)C(=O)NC(C)C(C(C)C(=O)NC(C(C)O)C(=O)NCCC5=NC(=CS5)C6=NC(=CS6)C(=O)NCCC[S+](C)C)O. Cell line: MDA-MB-231. Synergy scores: CSS=11.1, Synergy_ZIP=-6.40, Synergy_Bliss=-2.06, Synergy_Loewe=-3.25, Synergy_HSA=-1.27.